Dataset: Full USPTO retrosynthesis dataset with 1.9M reactions from patents (1976-2016). Task: Predict the reactants needed to synthesize the given product. Given the product [N:10]1[CH:9]=[CH:8][CH:14]=[CH:13][C:12]=1[CH2:16][NH:19][CH2:18][C:3]1[CH:2]=[CH:11][C:6]([CH2:7][NH:1][C:2]2[CH:3]=[CH:4][CH:5]=[C:6]3[C:11]=2[NH:10][CH2:9][CH2:8][CH2:7]3)=[CH:5][CH:4]=1, predict the reactants needed to synthesize it. The reactants are: [NH2:1][C:2]1[CH:3]=[CH:4][CH:5]=[C:6]2[C:11]=1[NH:10][CH2:9][CH2:8][CH2:7]2.[CH2:12]1[CH2:16]O[CH2:14][CH2:13]1.[BH3-][C:18]#[N:19].[Na+].